From a dataset of Full USPTO retrosynthesis dataset with 1.9M reactions from patents (1976-2016). Predict the reactants needed to synthesize the given product. (1) Given the product [Cl:52][C:53]1[CH:58]=[CH:57][C:56]([CH2:59][CH2:60][O:51][C:48]2[CH:49]=[CH:50][C:45]([C@H:43]3[CH2:42][O:41][C:13]4=[CH:14][C:15]5[CH2:16][C@@H:17]([C:18]([NH:19][C@@H:20]([CH2:21][C:22]6[CH:27]=[CH:26][C:25]([C:28]7[CH:33]=[CH:32][N:31]=[C:30]([CH3:34])[C:29]=7[CH3:35])=[CH:24][CH:23]=6)[C:36]([OH:38])=[O:37])=[O:40])[N:8]([C:6](=[O:7])[NH:95][C@@H:98]([C:100]6[CH:105]=[CH:104][CH:103]=[CH:102][CH:101]=6)[CH3:99])[CH2:9][C:10]=5[CH:11]=[C:12]4[O:44]3)=[CH:46][CH:47]=2)=[CH:55][CH:54]=1, predict the reactants needed to synthesize it. The reactants are: C(O[C:6]([N:8]1[C@H:17]([C:18](=[O:40])[NH:19][C@H:20]([C:36]([O:38]C)=[O:37])[CH2:21][C:22]2[CH:27]=[CH:26][C:25]([C:28]3[CH:33]=[CH:32][N:31]=[C:30]([CH3:34])[C:29]=3[CH3:35])=[CH:24][CH:23]=2)[CH2:16][C:15]2[CH:14]=[C:13]3[O:41][CH2:42][C@H:43]([C:45]4[CH:50]=[CH:49][C:48]([OH:51])=[CH:47][CH:46]=4)[O:44][C:12]3=[CH:11][C:10]=2[CH2:9]1)=[O:7])(C)(C)C.[Cl:52][C:53]1[CH:58]=[CH:57][C:56]([CH2:59][CH2:60]O)=[CH:55][CH:54]=1.C1(P(C2C=CC=CC=2)C2C=CC=CC=2)C=CC=CC=1.CC(OC(/N=N/C(OC(C)C)=O)=O)C.[N:95]([C@@H:98]([C:100]1[CH:105]=[CH:104][CH:103]=[CH:102][CH:101]=1)[CH3:99])=C=O. (2) Given the product [Br:1][C:2]1[CH:7]=[CH:6][C:5]([C:8]([C:10]2[CH:15]=[CH:14][C:13]([OH:16])=[CH:12][CH:11]=2)=[O:9])=[C:4]([Cl:18])[CH:3]=1, predict the reactants needed to synthesize it. The reactants are: [Br:1][C:2]1[CH:7]=[CH:6][C:5]([C:8]([C:10]2[CH:15]=[CH:14][C:13]([O:16]C)=[CH:12][CH:11]=2)=[O:9])=[C:4]([Cl:18])[CH:3]=1.[Al+3].[Cl-].[Cl-].[Cl-].O. (3) Given the product [NH2:24][C:20]1[N:9]=[CH:8][C:6]2[C:5]([C:21]=1[C:22]#[N:23])=[CH:4][CH:3]=[C:2]([Br:1])[CH:7]=2, predict the reactants needed to synthesize it. The reactants are: [Br:1][C:2]1[CH:3]=[CH:4][C:5](I)=[C:6]([CH2:8][NH2:9])[CH:7]=1.C(N(CC)C(C)C)(C)C.[C:20](#[N:24])[CH2:21][C:22]#[N:23].N. (4) Given the product [NH2:14][C:11]1[N:12]=[CH:13][C:8]([C:30]2[CH:31]=[CH:32][C:27]([C:25]([OH:26])=[O:24])=[C:28]([CH3:36])[CH:29]=2)=[CH:9][C:10]=1[C:15]1[N:16]=[N:17][N:18]([CH:20]([CH3:22])[CH3:21])[CH:19]=1, predict the reactants needed to synthesize it. The reactants are: C([O-])([O-])=O.[Cs+].[Cs+].Br[C:8]1[CH:9]=[C:10]([C:15]2[N:16]=[N:17][N:18]([CH:20]([CH3:22])[CH3:21])[CH:19]=2)[C:11]([NH2:14])=[N:12][CH:13]=1.C[O:24][C:25]([C:27]1[CH:32]=[CH:31][C:30](B(O)O)=[CH:29][C:28]=1[CH3:36])=[O:26].[Li+].[OH-]. (5) Given the product [C:1]([O:9][C@@H:10]1[CH2:18][C@@H:13]2[O:14][C:15](=[O:17])[CH2:16][C@@H:12]2[C@H:11]1[CH2:19][CH2:20][C:21](=[O:29])[C:22]([F:27])([F:28])[CH2:23][CH2:24][CH2:25][CH3:26])(=[O:8])[C:2]1[CH:3]=[CH:4][CH:5]=[CH:6][CH:7]=1, predict the reactants needed to synthesize it. The reactants are: [C:1]([O:9][C@@H:10]1[CH2:18][C@@H:13]2[O:14][C:15](=[O:17])[CH2:16][C@@H:12]2[C@H:11]1/[CH:19]=[CH:20]/[C:21](=[O:29])[C:22]([F:28])([F:27])[CH2:23][CH2:24][CH2:25][CH3:26])(=[O:8])[C:2]1[CH:7]=[CH:6][CH:5]=[CH:4][CH:3]=1. (6) Given the product [Br:1][C:2]1[CH:8]=[C:7]([CH2:9][OH:10])[CH:6]=[CH:5][C:3]=1[NH:4][C:21](=[O:22])[CH2:20][CH2:19][CH2:18][CH2:17][C:11]1[CH:16]=[CH:15][CH:14]=[CH:13][CH:12]=1, predict the reactants needed to synthesize it. The reactants are: [Br:1][C:2]1[CH:8]=[C:7]([CH2:9][OH:10])[CH:6]=[CH:5][C:3]=1[NH2:4].[C:11]1([CH2:17][CH2:18][CH2:19][CH2:20][C:21](O)=[O:22])[CH:16]=[CH:15][CH:14]=[CH:13][CH:12]=1.CCN(C(C)C)C(C)C.CN(C(ON1N=NC2C=CC=NC1=2)=[N+](C)C)C.F[P-](F)(F)(F)(F)F. (7) Given the product [CH3:21][O:22][C:23]1[CH:30]=[CH:29][CH:28]=[CH:27][C:24]=1[CH2:25][NH:26][C:2]1[C:3]2[CH:4]=[CH:5][C:6]([NH:20][CH2:19][C:17]3[O:18][C:14]([CH3:13])=[CH:15][CH:16]=3)=[N:7][C:8]=2[CH:9]=[CH:10][CH:11]=1, predict the reactants needed to synthesize it. The reactants are: Br[C:2]1[CH:11]=[CH:10][CH:9]=[C:8]2[C:3]=1[CH:4]=[CH:5][C:6](Cl)=[N:7]2.[CH3:13][C:14]1[O:18][C:17]([CH2:19][NH2:20])=[CH:16][CH:15]=1.[CH3:21][O:22][C:23]1[CH:30]=[CH:29][CH:28]=[CH:27][C:24]=1[CH2:25][NH2:26].